Task: Regression/Classification. Given a drug SMILES string, predict its toxicity properties. Task type varies by dataset: regression for continuous values (e.g., LD50, hERG inhibition percentage) or binary classification for toxic/non-toxic outcomes (e.g., AMES mutagenicity, cardiotoxicity, hepatotoxicity). Dataset: herg_karim.. Dataset: hERG potassium channel inhibition data for cardiac toxicity prediction from Karim et al. (1) The drug is COc1ccccc1-c1nnc(CCCCN2CC3C[C@]3(c3ccc(C(F)(F)F)cc3)C2)n1C. The result is 1 (blocker). (2) The drug is NC1=NC2(COC1)c1cc(-c3cncnc3)ccc1OCC21CC1. The result is 0 (non-blocker). (3) The compound is CCN(CC)CCCN(c1ccccc1)C1CCc2ccccc21. The result is 1 (blocker). (4) The drug is O=C(c1ccc(Cl)c(Cl)c1)C1CCN(CCCc2ccccc2)CC1. The result is 1 (blocker). (5) The molecule is O=C(CCCCCCNc1ncnc2ccc(Cl)cc12)NO. The result is 0 (non-blocker). (6) The compound is CCCn1c(=O)c2[nH]c(-c3cnn(CC#Cc4cccc(OC(F)(F)F)c4)c3)nc2n(CC)c1=O. The result is 0 (non-blocker). (7) The drug is COc1ccc2nccc(C(O)CCC3CCN(CCSc4ccc[se]4)CC3C(=O)O)c2c1. The result is 0 (non-blocker). (8) The result is 0 (non-blocker). The molecule is CC(C)CN(C(=O)c1cccc(F)c1C(F)(F)F)C1CCNC1. (9) The compound is COc1ccc(CC[N+]CCCC(C#N)(c2ccc(OC)c(OC)c2)C(C)C)cc1OC. The result is 1 (blocker).